This data is from Reaction yield outcomes from USPTO patents with 853,638 reactions. The task is: Predict the reaction yield, written as a fraction of the theoretical maximum amount of product (1.0 means a 100% yield; for example, 0.34 means a 34% yield). The yield is 0.410. The reactants are Br[C:2]1[C:14]2[C:13]3[C:8](=[CH:9][C:10]([C:15]([OH:18])([CH3:17])[CH3:16])=[CH:11][CH:12]=3)[NH:7][C:6]=2[C:5]([C:19]([NH2:21])=[O:20])=[CH:4][C:3]=1[Cl:22].[CH3:23][O:24][C:25]1[CH:26]=[CH:27][CH:28]=[C:29]2[C:34]=1[N:33]([CH3:35])[C:32](=[O:36])[N:31]([C:37]1[CH:42]=[CH:41][CH:40]=[C:39](B3OC(C)(C)C(C)(C)O3)[C:38]=1[CH3:52])[C:30]2=[O:53].C([O-])([O-])=O.[Cs+].[Cs+]. The product is [Cl:22][C:3]1[CH:4]=[C:5]([C:19]([NH2:21])=[O:20])[C:6]2[NH:7][C:8]3[C:13]([C:14]=2[C:2]=1[C:39]1[CH:40]=[CH:41][CH:42]=[C:37]([N:31]2[C:30](=[O:53])[C:29]4[C:34](=[C:25]([O:24][CH3:23])[CH:26]=[CH:27][CH:28]=4)[N:33]([CH3:35])[C:32]2=[O:36])[C:38]=1[CH3:52])=[CH:12][CH:11]=[C:10]([C:15]([OH:18])([CH3:17])[CH3:16])[CH:9]=3. The catalyst is C1COCC1.O.C(Cl)Cl.CO.